This data is from Drug-target binding data from BindingDB using IC50 measurements. The task is: Regression. Given a target protein amino acid sequence and a drug SMILES string, predict the binding affinity score between them. We predict pIC50 (pIC50 = -log10(IC50 in M); higher means more potent). Dataset: bindingdb_ic50. The small molecule is CC(C)n1cc(/C=C/c2cc[n+](C)cc2)c2ccccc21. The target protein sequence is MSIQHFRVALIPFFAAFCLPVFAHPETLVKVKDAEDKLGARVGYIELDLNSGKILESFRPEERFPMMSTFKVLLCGAVLSRVDAGQEQLGRRIHYSQNDLVEYSPVTEKHLTDGMTVRELCSAAITMSDNTAANLLLTTIGGPKELTAFLHNMGDHVTRLDRWEPELNEAIPNDERDTTMPAAMATTLRKLLTGELLTLASRQQLIDWMEADKVAGPLLRSALPAGWFIADKSGAGERGSRGIIAALGPDGKPSRIVVIYTTGSQATMDERNRQIAEIGASLIKHW. The pIC50 is 4.5.